The task is: Predict which catalyst facilitates the given reaction.. This data is from Catalyst prediction with 721,799 reactions and 888 catalyst types from USPTO. (1) Reactant: [CH3:1][C:2]1[CH:23]=[C:22]([N:24]2[CH:28]=[C:27]([C:29]([F:32])([F:31])[F:30])[CH:26]=[N:25]2)[CH:21]=[CH:20][C:3]=1[O:4][CH:5]([C:9]1[CH:19]=[CH:18][C:12]([C:13]([O:15]CC)=[O:14])=[CH:11][CH:10]=1)[CH2:6][CH2:7][CH3:8].O.[OH-].[Li+].CO.C1COCC1. Product: [CH3:1][C:2]1[CH:23]=[C:22]([N:24]2[CH:28]=[C:27]([C:29]([F:30])([F:32])[F:31])[CH:26]=[N:25]2)[CH:21]=[CH:20][C:3]=1[O:4][CH:5]([C:9]1[CH:19]=[CH:18][C:12]([C:13]([OH:15])=[O:14])=[CH:11][CH:10]=1)[CH2:6][CH2:7][CH3:8]. The catalyst class is: 6. (2) Reactant: Cl.CC[N:4]([CH:8]([CH3:10])C)[CH:5](C)[CH3:6].C[N:12](C)[C:13]([Cl:15])=[O:14].C(O)(C(F)(F)F)=O.C[N:25](C=O)C. Product: [N:25]1[CH:10]=[CH:8][N:4]=[CH:5][C:6]=1[C:13]([NH2:12])=[O:14].[ClH:15]. The catalyst class is: 23.